From a dataset of Full USPTO retrosynthesis dataset with 1.9M reactions from patents (1976-2016). Predict the reactants needed to synthesize the given product. (1) Given the product [CH2:44]([O:43]/[N:42]=[C:3](\[C:2]([CH3:39])([CH3:40])[CH3:1])/[CH2:4][N:5]1[C:10](=[O:11])[C:9]([CH2:12][C:13]2[CH:14]=[CH:15][C:16]([C:19]3[CH:24]=[CH:23][CH:22]=[CH:21][C:20]=3[C:25]3[NH:29][C:28](=[O:30])[O:27][N:26]=3)=[CH:17][CH:18]=2)=[C:8]([CH2:31][CH2:32][CH3:33])[N:7]2[N:34]=[C:35]([CH3:37])[N:36]=[C:6]12)[CH3:45], predict the reactants needed to synthesize it. The reactants are: [CH3:1][C:2]([CH3:40])([CH3:39])[C:3](=O)[CH2:4][N:5]1[C:10](=[O:11])[C:9]([CH2:12][C:13]2[CH:18]=[CH:17][C:16]([C:19]3[CH:24]=[CH:23][CH:22]=[CH:21][C:20]=3[C:25]3[NH:29][C:28](=[O:30])[O:27][N:26]=3)=[CH:15][CH:14]=2)=[C:8]([CH2:31][CH2:32][CH3:33])[N:7]2[N:34]=[C:35]([CH3:37])[N:36]=[C:6]12.Cl.[NH2:42][O:43][CH2:44][CH3:45].N1C=CC=CC=1.Cl. (2) Given the product [CH2:1]([C:7]1[O:8][C:9]([C:7]2[O:8][CH:9]=[CH:10][CH:11]=2)=[CH:10][CH:11]=1)[CH2:2][CH2:3][CH2:4][CH2:5][CH3:6], predict the reactants needed to synthesize it. The reactants are: [CH2:1]([C:7]1[O:8][C:9](I)=[CH:10][CH:11]=1)[CH2:2][CH2:3][CH2:4][CH2:5][CH3:6]. (3) The reactants are: [O:1]=[C:2]1[CH2:5][CH:4]([C:6]([OH:8])=[O:7])[CH2:3]1.C([O-])(O)=O.[Na+].[CH3:14][O:15][C:16]1[CH:23]=[CH:22][C:19]([CH2:20]Cl)=[CH:18][CH:17]=1. Given the product [O:1]=[C:2]1[CH2:5][CH:4]([C:6]([O:8][CH2:20][C:19]2[CH:22]=[CH:23][C:16]([O:15][CH3:14])=[CH:17][CH:18]=2)=[O:7])[CH2:3]1, predict the reactants needed to synthesize it. (4) Given the product [ClH:21].[CH2:28]([N:39]1[CH2:44][CH2:43][NH:42][CH2:41][CH2:40]1)[CH2:29][CH3:30], predict the reactants needed to synthesize it. The reactants are: NC1C2C3C=CC=CC=3SC=2NC2C=C(F)C=CC=2N=1.[ClH:21].FC1C=CC2N=[C:28]([N:39]3[CH2:44][CH2:43][N:42](CCC)[CH2:41][CH2:40]3)[C:29]3C4C=CC=CC=4S[C:30]=3NC=2C=1. (5) Given the product [Si:1]([O:18][CH2:19][C@@H:20]1[CH2:24][C@H:23]([O:25][S:41]([CH3:40])(=[O:43])=[O:42])[CH2:22][N:21]1[C:26]([O:28][C:29]([CH3:32])([CH3:31])[CH3:30])=[O:27])([C:14]([CH3:16])([CH3:17])[CH3:15])([C:8]1[CH:9]=[CH:10][CH:11]=[CH:12][CH:13]=1)[C:2]1[CH:3]=[CH:4][CH:5]=[CH:6][CH:7]=1, predict the reactants needed to synthesize it. The reactants are: [Si:1]([O:18][CH2:19][C@@H:20]1[CH2:24][C@@H:23]([OH:25])[CH2:22][N:21]1[C:26]([O:28][C:29]([CH3:32])([CH3:31])[CH3:30])=[O:27])([C:14]([CH3:17])([CH3:16])[CH3:15])([C:8]1[CH:13]=[CH:12][CH:11]=[CH:10][CH:9]=1)[C:2]1[CH:7]=[CH:6][CH:5]=[CH:4][CH:3]=1.C(N(CC)CC)C.[CH3:40][S:41](Cl)(=[O:43])=[O:42].O.